This data is from Forward reaction prediction with 1.9M reactions from USPTO patents (1976-2016). The task is: Predict the product of the given reaction. (1) Given the reactants [Cl:1][C:2]1[C:3]2[CH:18]=[CH:17][NH:16][C:4]=2[N:5]=[C:6]([S:8][C:9]2[CH:14]=[CH:13][C:12]([F:15])=[CH:11][CH:10]=2)[N:7]=1.[H-].[Na+].Cl[CH2:22][C:23]([N:25]([CH3:27])[CH3:26])=[O:24], predict the reaction product. The product is: [Cl:1][C:2]1[C:3]2[CH:18]=[CH:17][N:16]([CH2:22][C:23]([N:25]([CH3:27])[CH3:26])=[O:24])[C:4]=2[N:5]=[C:6]([S:8][C:9]2[CH:10]=[CH:11][C:12]([F:15])=[CH:13][CH:14]=2)[N:7]=1. (2) Given the reactants ClC(Cl)(O[C:5](=[O:11])OC(Cl)(Cl)Cl)Cl.[CH:13]([N:16]1[C:20]2[N:21]=[C:22]([C:31]3[CH:36]=[CH:35][C:34]([NH2:37])=[CH:33][CH:32]=3)[N:23]=[C:24]([N:25]3[CH2:30][CH2:29][O:28][CH2:27][CH2:26]3)[C:19]=2[N:18]=[N:17]1)([CH3:15])[CH3:14].[CH3:38][N:39]([CH3:43])[CH2:40][CH2:41][NH2:42].CCN(CC)CC, predict the reaction product. The product is: [CH3:38][N:39]([CH3:43])[CH2:40][CH2:41][NH:42][C:5]([NH:37][C:34]1[CH:33]=[CH:32][C:31]([C:22]2[N:23]=[C:24]([N:25]3[CH2:30][CH2:29][O:28][CH2:27][CH2:26]3)[C:19]3[N:18]=[N:17][N:16]([CH:13]([CH3:15])[CH3:14])[C:20]=3[N:21]=2)=[CH:36][CH:35]=1)=[O:11].